Dataset: Catalyst prediction with 721,799 reactions and 888 catalyst types from USPTO. Task: Predict which catalyst facilitates the given reaction. (1) Reactant: [NH2:1][N:2]1[CH:6]=[CH:5][CH:4]=[C:3]1[C:7]([NH2:9])=[O:8].[C:10]([O:14][C:15]([N:17]1[CH2:21][CH2:20][CH2:19][C@H:18]1[C:22](O)=[O:23])=[O:16])([CH3:13])([CH3:12])[CH3:11].Cl.CN(C)CCCN=C=NCC. Product: [C:7]([C:3]1[N:2]([NH:1][C:22]([C@@H:18]2[CH2:19][CH2:20][CH2:21][N:17]2[C:15]([O:14][C:10]([CH3:13])([CH3:12])[CH3:11])=[O:16])=[O:23])[CH:6]=[CH:5][CH:4]=1)(=[O:8])[NH2:9]. The catalyst class is: 1. (2) Reactant: [N+:1]([C:4]1[CH:9]=[CH:8][C:7]([C:10]2[NH:11][C:12]3[CH:18]=[CH:17][C:16]([N+:19]([O-])=O)=[CH:15][C:13]=3[N:14]=2)=[CH:6][CH:5]=1)([O-])=O. Product: [NH2:1][C:4]1[CH:5]=[CH:6][C:7]([C:10]2[NH:14][C:13]3[CH:15]=[C:16]([NH2:19])[CH:17]=[CH:18][C:12]=3[N:11]=2)=[CH:8][CH:9]=1. The catalyst class is: 33. (3) Reactant: [Cl:1][C:2]1[CH:13]=[C:12]([Cl:14])[C:11]([O:15][C:16]2[N:20]([CH3:21])[N:19]=[C:18]([CH3:22])[C:17]=2[CH:23]=[CH2:24])=[CH:10][C:3]=1[O:4][C@@H:5]([CH3:9])[C:6](O)=[O:7].Cl.[CH3:26][NH:27][CH3:28].Cl.C(N=C=NCCCN(C)C)C.ON1C2C=CC=CC=2N=N1. The catalyst class is: 681. Product: [Cl:1][C:2]1[CH:13]=[C:12]([Cl:14])[C:11]([O:15][C:16]2[N:20]([CH3:21])[N:19]=[C:18]([CH3:22])[C:17]=2[CH:23]=[CH2:24])=[CH:10][C:3]=1[O:4][C@@H:5]([CH3:9])[C:6]([N:27]([CH3:28])[CH3:26])=[O:7].